Dataset: Forward reaction prediction with 1.9M reactions from USPTO patents (1976-2016). Task: Predict the product of the given reaction. (1) Given the reactants [Cl:1][C:2]1[C:3](C(F)(F)F)=[CH:4][C:5]2[N:9]=[C:8]([CH2:10][CH2:11][CH2:12][CH2:13][OH:14])[N:7]([CH2:15][O:16][CH2:17][CH2:18][Si:19]([CH3:22])([CH3:21])[CH3:20])[C:6]=2[CH:23]=1.CC(OI1(OC(C)=O)(OC(C)=O)OC(=O)C2C=CC=CC1=2)=O.C(Cl)[Cl:51], predict the reaction product. The product is: [Cl:51][C:3]1[C:2]([Cl:1])=[CH:23][C:6]2[N:7]([CH2:15][O:16][CH2:17][CH2:18][Si:19]([CH3:22])([CH3:21])[CH3:20])[C:8]([CH2:10][CH2:11][CH2:12][CH:13]=[O:14])=[N:9][C:5]=2[CH:4]=1. (2) Given the reactants Br[CH:2]([CH3:11])[C:3]([C:5]1[CH:10]=[CH:9][CH:8]=[CH:7][N:6]=1)=O.[N:12]1[CH:17]=[CH:16][CH:15]=[N:14][C:13]=1[NH:18][C:19]([NH2:21])=[S:20], predict the reaction product. The product is: [CH3:11][C:2]1[S:20][C:19]([NH:18][C:13]2[N:14]=[CH:15][CH:16]=[CH:17][N:12]=2)=[N:21][C:3]=1[C:5]1[CH:10]=[CH:9][CH:8]=[CH:7][N:6]=1. (3) Given the reactants [N:1]1([CH2:7][CH2:8][CH2:9][O:10][C:11]2[CH:16]=[CH:15][C:14]([N:17]3[CH2:22][CH2:21][NH:20][CH2:19][CH2:18]3)=[CH:13][CH:12]=2)[CH2:6][CH2:5][CH2:4][CH2:3][CH2:2]1.[C:23]1([S:33](Cl)(=[O:35])=[O:34])[C:32]2[C:27](=[CH:28][CH:29]=[CH:30][CH:31]=2)[CH:26]=[CH:25][CH:24]=1, predict the reaction product. The product is: [C:23]1([S:33]([N:20]2[CH2:19][CH2:18][N:17]([C:14]3[CH:15]=[CH:16][C:11]([O:10][CH2:9][CH2:8][CH2:7][N:1]4[CH2:6][CH2:5][CH2:4][CH2:3][CH2:2]4)=[CH:12][CH:13]=3)[CH2:22][CH2:21]2)(=[O:35])=[O:34])[C:32]2[C:27](=[CH:28][CH:29]=[CH:30][CH:31]=2)[CH:26]=[CH:25][CH:24]=1.